From a dataset of Forward reaction prediction with 1.9M reactions from USPTO patents (1976-2016). Predict the product of the given reaction. (1) The product is: [O:4]=[C:1]1[NH:5][C:8]([C:7]([F:6])([F:20])[C:16]([F:18])([F:17])[F:19])=[C:9]([C:10]([O:12][CH2:13][CH3:14])=[O:11])[CH2:3][CH2:2]1. Given the reactants [C:1]([NH2:5])(=[O:4])[CH:2]=[CH2:3].[F:6][C:7]([F:20])([C:16]([F:19])([F:18])[F:17])[C:8](=O)[CH2:9][C:10]([O:12][CH2:13][CH3:14])=[O:11].C1(C)C=CC(S(O)(=O)=O)=CC=1, predict the reaction product. (2) Given the reactants FC(F)(F)S(O[C:7]1[C:8]2[S:21][CH2:20][CH2:19][CH2:18][C:9]=2[N:10]=[C:11]([CH:13]2[CH2:17][CH2:16][CH2:15][CH2:14]2)[N:12]=1)(=O)=O.[NH2:24][C:25]1[CH:30]=[CH:29][C:28]([CH2:31][C:32]([NH2:34])=[O:33])=[CH:27][CH:26]=1, predict the reaction product. The product is: [CH:13]1([C:11]2[N:12]=[C:7]([NH:24][C:25]3[CH:26]=[CH:27][C:28]([CH2:31][C:32]([NH2:34])=[O:33])=[CH:29][CH:30]=3)[C:8]3[S:21][CH2:20][CH2:19][CH2:18][C:9]=3[N:10]=2)[CH2:17][CH2:16][CH2:15][CH2:14]1. (3) Given the reactants [Si]([O:8][CH2:9][CH2:10][N:11]([C:22]1[CH:27]=[CH:26][C:25]([I:28])=[C:24]([Cl:29])[CH:23]=1)[C:12]([C:14]1[C:15]([Cl:21])=[N:16][CH:17]=[N:18][C:19]=1[Cl:20])=[O:13])(C(C)(C)C)(C)C, predict the reaction product. The product is: [Cl:20][C:19]1[C:14]([C:12]([N:11]([C:22]2[CH:27]=[CH:26][C:25]([I:28])=[C:24]([Cl:29])[CH:23]=2)[CH2:10][CH2:9][OH:8])=[O:13])=[C:15]([Cl:21])[N:16]=[CH:17][N:18]=1. (4) Given the reactants [F:1][C:2]([CH3:12])([CH3:11])[CH2:3][C:4]1([OH:10])[CH2:9][CH2:8][NH:7][CH2:6][CH2:5]1.[S:13]1[C:17]2=[CH:18][CH:19]=[CH:20][C:21]([S:22]([NH:25][C:26]3[CH:34]=[CH:33][C:29]([C:30](O)=[O:31])=[CH:28][CH:27]=3)(=[O:24])=[O:23])=[C:16]2[N:15]=[CH:14]1.CCN(C(C)C)C(C)C.CN(C(ON1N=NC2C=CC=NC1=2)=[N+](C)C)C.F[P-](F)(F)(F)(F)F, predict the reaction product. The product is: [F:1][C:2]([CH3:12])([CH3:11])[CH2:3][C:4]1([OH:10])[CH2:5][CH2:6][N:7]([C:30]([C:29]2[CH:28]=[CH:27][C:26]([NH:25][S:22]([C:21]3[CH:20]=[CH:19][CH:18]=[C:17]4[S:13][CH:14]=[N:15][C:16]=34)(=[O:24])=[O:23])=[CH:34][CH:33]=2)=[O:31])[CH2:8][CH2:9]1. (5) Given the reactants C(OC([N:11]1[CH2:16][CH2:15][CH:14]([C:17](=[O:35])[NH:18][C:19]2[CH:24]=[C:23]([C:25]3[CH:30]=[CH:29][CH:28]=[CH:27][C:26]=3[O:31][CH:32]([CH3:34])[CH3:33])[N:22]=[CH:21][N:20]=2)[CH2:13][CH2:12]1)=O)C1C=CC=CC=1, predict the reaction product. The product is: [CH:32]([O:31][C:26]1[CH:27]=[CH:28][CH:29]=[CH:30][C:25]=1[C:23]1[N:22]=[CH:21][N:20]=[C:19]([NH:18][C:17]([CH:14]2[CH2:13][CH2:12][NH:11][CH2:16][CH2:15]2)=[O:35])[CH:24]=1)([CH3:34])[CH3:33]. (6) Given the reactants [CH2:1]([N:8]1[CH2:13][CH2:12][C:11](=[O:14])[CH2:10][CH2:9]1)[C:2]1[CH:7]=[CH:6][CH:5]=[CH:4][CH:3]=1.[CH3:15]N(N=O)C(OCC)=O.[O-2].[Ba+2], predict the reaction product. The product is: [CH2:1]([N:8]1[CH2:15][CH2:9][CH2:10][C:11](=[O:14])[CH2:12][CH2:13]1)[C:2]1[CH:3]=[CH:4][CH:5]=[CH:6][CH:7]=1.